Predict which catalyst facilitates the given reaction. From a dataset of Catalyst prediction with 721,799 reactions and 888 catalyst types from USPTO. (1) Reactant: [Br:1][C:2]1[CH:3]=[C:4]([C:16]([O:18]C)=[O:17])[C:5]2[CH:6]=[N:7][N:8]([CH:11]3[CH2:15][CH2:14][CH2:13][CH2:12]3)[C:9]=2[CH:10]=1.[OH-].[Na+]. Product: [Br:1][C:2]1[CH:3]=[C:4]([C:16]([OH:18])=[O:17])[C:5]2[CH:6]=[N:7][N:8]([CH:11]3[CH2:15][CH2:14][CH2:13][CH2:12]3)[C:9]=2[CH:10]=1. The catalyst class is: 8. (2) Reactant: [Cl:1]C(Cl)C.S(Cl)(Cl)=O.[CH3:9][C:10]1[CH:26]=[CH:25][C:24]([CH3:27])=[CH:23][C:11]=1[O:12][CH2:13][C:14]1[CH:22]=[CH:21][CH:20]=[CH:19][C:15]=1[C:16](O)=[O:17]. Product: [CH3:9][C:10]1[CH:26]=[CH:25][C:24]([CH3:27])=[CH:23][C:11]=1[O:12][CH2:13][C:14]1[CH:22]=[CH:21][CH:20]=[CH:19][C:15]=1[C:16]([Cl:1])=[O:17]. The catalyst class is: 9. (3) Reactant: Cl[C:2]1[C:11]2[C:6](=[CH:7][C:8]([O:13][CH3:14])=[C:9]([F:12])[CH:10]=2)[CH:5]=[C:4]([NH:15][C:16]2[CH:20]=[C:19]([CH:21]3[CH2:23][CH2:22]3)[NH:18][N:17]=2)[N:3]=1. Product: [CH:21]1([C:19]2[NH:18][N:17]=[C:16]([NH:15][C:4]3[N:3]=[C:2]([O:13][CH:8]([CH3:9])[CH3:7])[C:11]4[C:6]([CH:5]=3)=[CH:7][C:8]([O:13][CH3:14])=[C:9]([F:12])[CH:10]=4)[CH:20]=2)[CH2:23][CH2:22]1. The catalyst class is: 32.